This data is from Peptide-MHC class I binding affinity with 185,985 pairs from IEDB/IMGT. The task is: Regression. Given a peptide amino acid sequence and an MHC pseudo amino acid sequence, predict their binding affinity value. This is MHC class I binding data. (1) The peptide sequence is KHPKVKRV. The MHC is H-2-Kb with pseudo-sequence H-2-Kb. The binding affinity (normalized) is 0. (2) The peptide sequence is YMYDFILRF. The MHC is HLA-B83:01 with pseudo-sequence HLA-B83:01. The binding affinity (normalized) is 0.213. (3) The peptide sequence is KLMDVVYSI. The MHC is HLA-A32:07 with pseudo-sequence HLA-A32:07. The binding affinity (normalized) is 0.898. (4) The peptide sequence is FVMCLEAKT. The MHC is HLA-A02:02 with pseudo-sequence HLA-A02:02. The binding affinity (normalized) is 0.453. (5) The peptide sequence is SVIDHIHYM. The MHC is BoLA-T2a with pseudo-sequence BoLA-T2a. The binding affinity (normalized) is 0.0641. (6) The peptide sequence is YPVAYQATV. The MHC is Patr-B0101 with pseudo-sequence Patr-B0101. The binding affinity (normalized) is 0. (7) The peptide sequence is QLFNHTMFIL. The MHC is HLA-A02:02 with pseudo-sequence HLA-A02:02. The binding affinity (normalized) is 1.00.